Task: Regression. Given a peptide amino acid sequence and an MHC pseudo amino acid sequence, predict their binding affinity value. This is MHC class I binding data.. Dataset: Peptide-MHC class I binding affinity with 185,985 pairs from IEDB/IMGT (1) The peptide sequence is GKLDPTNTL. The MHC is HLA-B27:05 with pseudo-sequence HLA-B27:05. The binding affinity (normalized) is 0.0847. (2) The peptide sequence is SGRLIDFLK. The MHC is HLA-A03:01 with pseudo-sequence HLA-A03:01. The binding affinity (normalized) is 0.139. (3) The peptide sequence is LILAEYIRHR. The MHC is HLA-A03:01 with pseudo-sequence HLA-A03:01. The binding affinity (normalized) is 0.289.